This data is from Forward reaction prediction with 1.9M reactions from USPTO patents (1976-2016). The task is: Predict the product of the given reaction. (1) Given the reactants [Cl-].[NH4+].[CH3:3][O:4][C:5]1[C:6]([O:27][CH3:28])=[CH:7][C:8]2[S:12][C:11](/[CH:13]=[CH:14]/[CH:15]=[CH:16]/[C:17]3[CH:22]=[CH:21][C:20]([N+:23]([O-])=O)=[CH:19][CH:18]=3)=[N:10][C:9]=2[CH:26]=1, predict the reaction product. The product is: [CH3:3][O:4][C:5]1[C:6]([O:27][CH3:28])=[CH:7][C:8]2[S:12][C:11](/[CH:13]=[CH:14]/[CH:15]=[CH:16]/[C:17]3[CH:22]=[CH:21][C:20]([NH2:23])=[CH:19][CH:18]=3)=[N:10][C:9]=2[CH:26]=1. (2) Given the reactants C([O:3][C:4]([C:6]1[C:11](=[O:12])[N:10]2[N:13]=[C:14]([CH:16]3[CH2:18][CH2:17]3)[CH:15]=[C:9]2[N:8]([CH2:19][CH2:20][C:21]2[CH:26]=[CH:25][C:24]([C:27]([F:30])([F:29])[F:28])=[CH:23][CH:22]=2)[CH:7]=1)=[O:5])C.BrCCC1C=CC(C(F)(F)F)=CC=1, predict the reaction product. The product is: [CH:16]1([C:14]2[CH:15]=[C:9]3[N:8]([CH2:19][CH2:20][C:21]4[CH:22]=[CH:23][C:24]([C:27]([F:30])([F:29])[F:28])=[CH:25][CH:26]=4)[CH:7]=[C:6]([C:4]([OH:5])=[O:3])[C:11](=[O:12])[N:10]3[N:13]=2)[CH2:18][CH2:17]1. (3) Given the reactants C([O:5][C:6]([C:8]1[S:12][C:11]([C:13]2[CH:18]=[CH:17][CH:16]=[CH:15][CH:14]=2)=[N:10][C:9]=1[N:19]([C:21](=[O:30])[C:22]1[CH:27]=[CH:26][C:25]([Cl:28])=[CH:24][C:23]=1[Cl:29])[CH3:20])=[O:7])(C)(C)C, predict the reaction product. The product is: [Cl:29][C:23]1[CH:24]=[C:25]([Cl:28])[CH:26]=[CH:27][C:22]=1[C:21]([N:19]([CH3:20])[C:9]1[N:10]=[C:11]([C:13]2[CH:18]=[CH:17][CH:16]=[CH:15][CH:14]=2)[S:12][C:8]=1[C:6]([OH:7])=[O:5])=[O:30]. (4) Given the reactants C([O:5][C:6](=O)[NH:7][CH2:8][C:9]1[CH:14]=[CH:13][C:12]([C:15]2[C:16]3[CH:23]=[C:22]([C:24]4[CH:25]=[N:26][N:27]([CH3:29])[CH:28]=4)[NH:21][C:17]=3[N:18]=[CH:19][N:20]=2)=[CH:11][C:10]=1[F:30])(C)(C)C.C(O)(C(F)(F)F)=O.[C:39]([C:43]1[CH:51]=[CH:50][C:46](C(O)=O)=[CH:45][N:44]=1)([CH3:42])([CH3:41])[CH3:40].CCN(C(C)C)C(C)C.CN(C(ON1N=NC2C=CC=NC1=2)=[N+](C)C)C.F[P-](F)(F)(F)(F)F, predict the reaction product. The product is: [C:39]([C:43]1[CH:51]=[CH:50][C:46]([C:6]([NH:7][CH2:8][C:9]2[CH:14]=[CH:13][C:12]([C:15]3[C:16]4[CH:23]=[C:22]([C:24]5[CH:25]=[N:26][N:27]([CH3:29])[CH:28]=5)[NH:21][C:17]=4[N:18]=[CH:19][N:20]=3)=[CH:11][C:10]=2[F:30])=[O:5])=[CH:45][N:44]=1)([CH3:42])([CH3:41])[CH3:40]. (5) Given the reactants [NH2:1][C:2]1[N:6]=[C:5]([NH2:7])[NH:4][N:3]=1.[C:8]12(CS(O)(=O)=O)[C:15]([CH3:17])(C)[CH:12]([CH2:13][CH2:14]1)[CH2:11][C:9]2=O.[C:23]1(C)C=CC=CC=1, predict the reaction product. The product is: [C:8]1([C:15]2[N:3]3[N:4]=[C:5]([NH2:7])[N:6]=[C:2]3[N:1]=[CH:23][CH:17]=2)[CH:9]=[CH:11][CH:12]=[CH:13][CH:14]=1. (6) Given the reactants P(Cl)(Cl)(Cl)=O.[C:6]1([CH:12]=[CH:13][C:14]([CH3:17])(O)[CH3:15])[CH:11]=[CH:10][CH:9]=[CH:8][CH:7]=1.[C:18]([O-:21])(=[O:20])C.[Na+], predict the reaction product. The product is: [CH3:15][C:14]([CH:13]=[CH:12][C:6]1[CH:11]=[CH:10][CH:9]=[CH:8][CH:7]=1)=[CH:17][C:18]([OH:21])=[O:20]. (7) Given the reactants [CH2:1]([C:3]1[C:4]([O:22][CH3:23])=[C:5]([CH:10]([CH2:20][CH3:21])[CH2:11][C@:12]([OH:19])([C:15]([F:18])([F:17])[F:16])[CH:13]=O)[CH:6]=[CH:7][C:8]=1[F:9])[CH3:2].[NH2:24][C:25]1[CH:34]=[CH:33][CH:32]=[C:31]2[C:26]=1[CH:27]=[CH:28][C:29](=[O:35])[NH:30]2.C(O)(=O)C.O, predict the reaction product. The product is: [CH2:1]([C:3]1[C:4]([O:22][CH3:23])=[C:5]([CH:10]([CH2:20][CH3:21])[CH2:11][C@:12]([OH:19])([C:15]([F:16])([F:17])[F:18])[CH:13]=[N:24][C:25]2[CH:34]=[CH:33][CH:32]=[C:31]3[C:26]=2[CH:27]=[CH:28][C:29](=[O:35])[NH:30]3)[CH:6]=[CH:7][C:8]=1[F:9])[CH3:2]. (8) Given the reactants [CH3:1][C:2]([CH2:4][CH2:5][C:6]([CH3:8])=O)=O.[NH2:9][C:10]1[CH:15]=[CH:14][CH:13]=[CH:12][CH:11]=1.II, predict the reaction product. The product is: [CH3:1][C:2]1[N:9]([C:10]2[CH:15]=[CH:14][CH:13]=[CH:12][CH:11]=2)[C:6]([CH3:8])=[CH:5][CH:4]=1. (9) Given the reactants [C:1]([O:4][C@@H:5]1[O:22][C@H:21]([CH2:23]O)[C@@H:16]([O:17][C:18](=[O:20])[CH3:19])[C@H:11]([O:12][C:13](=[O:15])[CH3:14])[C@H:6]1[O:7][C:8](=[O:10])[CH3:9])(=[O:3])[CH3:2].C(N(CC)CC)C.[CH3:32][S:33](Cl)(=[O:35])=[O:34], predict the reaction product. The product is: [C:1]([O:4][C@@H:5]1[O:22][C@H:21]([CH2:23][S:33]([CH3:32])(=[O:35])=[O:34])[C@@H:16]([O:17][C:18](=[O:20])[CH3:19])[C@H:11]([O:12][C:13](=[O:15])[CH3:14])[C@H:6]1[O:7][C:8](=[O:10])[CH3:9])(=[O:3])[CH3:2].